Dataset: Reaction yield outcomes from USPTO patents with 853,638 reactions. Task: Predict the reaction yield, written as a fraction of the theoretical maximum amount of product (1.0 means a 100% yield; for example, 0.34 means a 34% yield). The yield is 0.960. The catalyst is CC(O)=O.CCOC(C)=O.[Fe]. The reactants are [Cl:1][C:2]1[N:10]=[C:9]([NH:11][C:12]2[CH:17]=[C:16]([F:18])[CH:15]=[CH:14][C:13]=2[N+:19]([O-])=O)[N:8]=[C:7]2[C:3]=1[NH:4][C:5](=[O:29])[N:6]2[C@H:22]1[CH2:27][CH2:26][C@H:25]([OH:28])[CH2:24][CH2:23]1.O.CCO.[NH4+].[OH-]. The product is [NH2:19][C:13]1[CH:14]=[CH:15][C:16]([F:18])=[CH:17][C:12]=1[NH:11][C:9]1[N:8]=[C:7]2[C:3]([NH:4][C:5](=[O:29])[N:6]2[C@H:22]2[CH2:23][CH2:24][C@H:25]([OH:28])[CH2:26][CH2:27]2)=[C:2]([Cl:1])[N:10]=1.